The task is: Predict the reactants needed to synthesize the given product.. This data is from Full USPTO retrosynthesis dataset with 1.9M reactions from patents (1976-2016). The reactants are: [CH3:1][C:2]([O:5][C:6]([NH:8][CH2:9][C:10]([OH:12])=O)=[O:7])([CH3:4])[CH3:3].C(Cl)CCl.C1C=CC2N(O)N=NC=2C=1.C(N1CCOCC1)C.Cl.[CH3:36][CH:37]([O:39][C:40]1[CH:47]=[CH:46][C:45]([C:48]2[O:52][N:51]=[C:50]([C:53]3[C:54]([CH3:63])=[C:55]4[C:60](=[CH:61][CH:62]=3)[CH2:59][NH:58][CH2:57][CH2:56]4)[N:49]=2)=[CH:44][C:41]=1[C:42]#[N:43])[CH3:38]. Given the product [C:42]([C:41]1[CH:44]=[C:45]([C:48]2[O:52][N:51]=[C:50]([C:53]3[C:54]([CH3:63])=[C:55]4[C:60](=[CH:61][CH:62]=3)[CH2:59][N:58]([C:10](=[O:12])[CH2:9][NH:8][C:6](=[O:7])[O:5][C:2]([CH3:1])([CH3:3])[CH3:4])[CH2:57][CH2:56]4)[N:49]=2)[CH:46]=[CH:47][C:40]=1[O:39][CH:37]([CH3:38])[CH3:36])#[N:43], predict the reactants needed to synthesize it.